Task: Predict the reactants needed to synthesize the given product.. Dataset: Full USPTO retrosynthesis dataset with 1.9M reactions from patents (1976-2016) (1) Given the product [CH3:1][O:2][C:3]1[N:8]=[CH:7][C:6]([NH:9][C:10]2[C:15]([C:16]3[N:21]=[C:20]([CH3:22])[N:19]=[C:18]([NH2:25])[N:17]=3)=[N:14][CH:13]=[CH:12][N:11]=2)=[CH:5][CH:4]=1, predict the reactants needed to synthesize it. The reactants are: [CH3:1][O:2][C:3]1[N:8]=[CH:7][C:6]([NH:9][C:10]2[C:15]([C:16]3[N:21]=[C:20]([CH3:22])[N:19]=[C:18](SC)[N:17]=3)=[N:14][CH:13]=[CH:12][N:11]=2)=[CH:5][CH:4]=1.[NH3:25]. (2) Given the product [CH3:1][N:2]1[CH2:6][CH2:5][CH2:4][C@H:3]1[CH2:8][C:9]#[N:10], predict the reactants needed to synthesize it. The reactants are: [CH3:1][N:2]1[C:6](=S)[CH2:5][CH2:4][C@H:3]1[CH2:8][C:9]#[N:10].